From a dataset of Experimentally validated miRNA-target interactions with 360,000+ pairs, plus equal number of negative samples. Binary Classification. Given a miRNA mature sequence and a target amino acid sequence, predict their likelihood of interaction. (1) The miRNA is hsa-miR-4296 with sequence AUGUGGGCUCAGGCUCA. The protein sequence of the target gene is MSCCDLAAAGQLGKAGIMASDCEPALNQAESRNPTLERYLGALREAKNDSEQFAALLLVTKAVKAGDIDAKTRRRIFDAVGFTFPNRLLTTKEAPDGCPDHVLRALGVALLACFCSDPELASHPQVLNKIPILSTFLTARGDPDDAARRSMIDDTYQCLTAVAGTPRGPRHLIAGGTVSALCQAYLGHGYGFDQALALLVGLLAAAETQCWKEAEPDLLAVLRGLSEDFQRAEDASKFELCQLLPLFLPPTTVPPECHRDLQAGLARILGSKLSSWQRNPALKLAARLAHACGSDWIPVG.... Result: 0 (no interaction). (2) Result: 0 (no interaction). The miRNA is rno-miR-130a-3p with sequence CAGUGCAAUGUUAAAAGGGCAU. The protein sequence of the target gene is MECCRRATPGTLLLFLAFLLLSSRTARSEEDRDGLWDAWGPWSECSRTCGGGASYSLRRCLSSKSCEGRNIRYRTCSNVDCPPEAGDFRAQQCSAHNDVKHHGQFYEWLPVSNDPDNPCSLKCQAKGTTLVVELAPKVLDGTRCYTESLDMCISGLCQIVGCDHQLGSTVKEDNCGVCNGDGSTCRLVRGQYKSQLSATKSDDTVVAIPYGSRHIRLVLKGPDHLYLETKTLQGTKGENSLSSTGTFLVDNSSVDFQKFPDKEILRMAGPLTADFIVKIRNSGSADSTVQFIFYQPIIHR.... (3) The miRNA is hsa-miR-1915-5p with sequence ACCUUGCCUUGCUGCCCGGGCC. The protein sequence of the target gene is MKRDRLGRFLSPGIARQRGGSGGGCGSGRTRGRPSRSGGTSADGAAAQLSWGSMTRSCGDTGDDGTDEAGAGRTLAMGHCRLCHGKFSSRSLRSISDRVPGETSERLSPGERVFIRDFQRLLGVAVHQDPALPQSVCKNCYTQFYQCHSLLRTFLQRVNVSPAGQRKPCTKVGVQPTTVAEEGACVADLIASSPRCLHGLVGWVHEHAVSCGSLPSLQRTLSSEYCGIIQAVWGCDQGHDFTMDTASSCRALFLDSALAVKWAWGKDLSPRLAQNSESNPTGAASRLCQARETQVGSETK.... Result: 0 (no interaction). (4) The miRNA is hsa-miR-3680-5p with sequence GACUCACUCACAGGAUUGUGCA. The protein sequence of the target gene is MEAPAAGLFLLLLLGTWAPAPGSASSEAPPLINEDVKRTVDLSSHLAKVTAEVVLAHLGGGSTSRATSFLLALEPELEARLAHLGVQVKGEDEEENNLEVRETKIKGKSGRFFTVKLPVALDPGAKISVIVETVYTHVLHPYPTQITQSEKQFVVFEGNHYFYSPYPTKTQTMRVKLASRNVESYTKLGNPTRSEDLLDYGPFRDVPAYSQDTFKVHYENNSPFLTITSMTRVIEVSHWGNIAVEENVDLKHTGAVLKGPFSRYDYQRQPDSGISSIRSFKTILPAAAQDVYYRDEIGNV.... Result: 0 (no interaction). (5) The miRNA is mmu-miR-3473c with sequence UCUCUCCAGCCCCCAUAAUAAG. The protein sequence of the target gene is MMKFKPNQTRTYDREGFKKRAACLCFRSEQEDEVLLVSSSRYPDQWIVPGGGMEPEEEPGGAAVREVYEEAGVKGKLGRLLGIFENQDRKHRTYVYVLTVTEILEDWEDSVNIGRKREWFKVEDAIKVLQCHKPVHAEYLEKLKLGCSPANGNSTVPSLPDNNALFVTAAQTSGLPSSVR. Result: 0 (no interaction). (6) The miRNA is hsa-miR-1305 with sequence UUUUCAACUCUAAUGGGAGAGA. The protein sequence of the target gene is MGGCVGAQHDSSGSLNENSDGTGVALGRNQPLKKEKPKWKSDYPMTDGQLRSKRDEFWDTAPAFEGRKEIWDALKAAAHAFESNDHELAQAIIDGANITLPHGALTECYDELGNRYQLPVYCLAPPINMIEEKSDIETLDIPEPPPNSGHESQLRLRLSTGKDLRLVVRSTDTVFHMKRRLHATEGVEPGSQRWFFSGRPLTDKMKLEELKIPKDYVVQVIVSQPVQTPTPVEN. Result: 0 (no interaction). (7) The miRNA is hsa-miR-218-5p with sequence UUGUGCUUGAUCUAACCAUGU. The protein sequence of the target gene is MFPAGPPSHSLLRLPLLQLLLLVVQAVGRGLGRASPAGGPLEDVVIERYHIPRACPREVQMGDFVRYHYNGTFEDGKKFDSSYDRNTLVAIVVGVGRLITGMDRGLMGMCVNERRRLIVPPHLGYGSIGLAGLIPPDATLYFDVVLLDVWNKEDTVQVSTLLRPPHCPRMVQDGDFVRYHYNGTLLDGTSFDTSYSKGGTYDTYVGSGWLIKGMDQGLLGMCPGERRKIIIPPFLAYGEKGYGTVIPPQASLVFHVLLIDVHNPKDAVQLETLELPPGCVRRAGAGDFMRYHYNGSLMDG.... Result: 1 (interaction).